Dataset: Full USPTO retrosynthesis dataset with 1.9M reactions from patents (1976-2016). Task: Predict the reactants needed to synthesize the given product. (1) Given the product [CH3:3][C:4]1[CH:5]=[C:6]2[C:10](=[CH:11][CH:12]=1)[N:9]([CH2:24][C:25]([O:27][CH2:28][CH3:29])=[O:26])[N:8]=[C:7]2[C:13]1[C:22]2[C:17](=[CH:18][CH:19]=[CH:20][CH:21]=2)[N:16]=[CH:15][CH:14]=1, predict the reactants needed to synthesize it. The reactants are: [H-].[Na+].[CH3:3][C:4]1[CH:5]=[C:6]2[C:10](=[CH:11][CH:12]=1)[NH:9][N:8]=[C:7]2[C:13]1[C:22]2[C:17](=[CH:18][CH:19]=[CH:20][CH:21]=2)[N:16]=[CH:15][CH:14]=1.Br[CH2:24][C:25]([O:27][CH2:28][CH3:29])=[O:26]. (2) Given the product [CH2:21]([N:20]([CH3:19])[CH2:2][CH2:3][CH2:4][CH2:5][C:6]([C:8]1[O:9][C:10]([C:13]2[CH:18]=[CH:17][CH:16]=[CH:15][N:14]=2)=[CH:11][N:12]=1)=[O:7])[C:22]1[CH:27]=[CH:26][CH:25]=[CH:24][CH:23]=1, predict the reactants needed to synthesize it. The reactants are: Br[CH2:2][CH2:3][CH2:4][CH2:5][C:6]([C:8]1[O:9][C:10]([C:13]2[CH:18]=[CH:17][CH:16]=[CH:15][N:14]=2)=[CH:11][N:12]=1)=[O:7].[CH3:19][NH:20][CH2:21][C:22]1[CH:27]=[CH:26][CH:25]=[CH:24][CH:23]=1.C([O-])([O-])=O.[K+].[K+].